Task: Predict which catalyst facilitates the given reaction.. Dataset: Catalyst prediction with 721,799 reactions and 888 catalyst types from USPTO Reactant: [CH2:1]([C:3]1[CH:4]=[C:5]([OH:15])[N:6]([C:8]2[CH:13]=[CH:12][CH:11]=[C:10]([CH3:14])[N:9]=2)[N:7]=1)[CH3:2].C(N(CC)CC)C.[F:23][C:24]([F:37])([F:36])[S:25](O[S:25]([C:24]([F:37])([F:36])[F:23])(=[O:27])=[O:26])(=[O:27])=[O:26]. Product: [CH2:1]([C:3]1[CH:4]=[C:5]([O:15][S:25]([C:24]([F:37])([F:36])[F:23])(=[O:27])=[O:26])[N:6]([C:8]2[CH:13]=[CH:12][CH:11]=[C:10]([CH3:14])[N:9]=2)[N:7]=1)[CH3:2]. The catalyst class is: 4.